From a dataset of Forward reaction prediction with 1.9M reactions from USPTO patents (1976-2016). Predict the product of the given reaction. (1) Given the reactants [OH:1][N:2]1[C:7]([CH3:9])([CH3:8])[CH2:6][CH:5]([OH:10])[CH2:4][C:3]1([CH3:12])[CH3:11].[S:13](=[O:17])(=[O:16])([OH:15])[OH:14], predict the reaction product. The product is: [S:13](=[O:15])(=[O:14])([OH:17])[O-:16].[OH:1][NH+:2]1[C:7]([CH3:8])([CH3:9])[CH2:6][CH:5]([OH:10])[CH2:4][C:3]1([CH3:12])[CH3:11]. (2) Given the reactants [NH2:1][CH2:2][CH2:3][CH2:4][N:5]1[C:9]2[CH:10]=[CH:11][CH:12]=[CH:13][C:8]=2[N:7]=[C:6]1[CH2:14][N:15]([CH3:26])[CH:16]1[C:25]2[N:24]=[CH:23][CH:22]=[CH:21][C:20]=2[CH2:19][CH2:18][CH2:17]1.[C:27]([NH:34][C:35](N1C=CC=N1)=[N:36][C:37]([O:39][C:40]([CH3:43])([CH3:42])[CH3:41])=[O:38])([O:29][C:30]([CH3:33])([CH3:32])[CH3:31])=[O:28], predict the reaction product. The product is: [CH3:26][N:15]([CH2:14][C:6]1[N:5]([CH2:4][CH2:3][CH2:2][NH:1]/[C:35](/[NH:36][C:37](=[O:38])[O:39][C:40]([CH3:43])([CH3:42])[CH3:41])=[N:34]\[C:27](=[O:28])[O:29][C:30]([CH3:33])([CH3:32])[CH3:31])[C:9]2[CH:10]=[CH:11][CH:12]=[CH:13][C:8]=2[N:7]=1)[CH:16]1[C:25]2[N:24]=[CH:23][CH:22]=[CH:21][C:20]=2[CH2:19][CH2:18][CH2:17]1. (3) Given the reactants [OH:1][C:2]1[C:3]([CH3:8])=[N:4][CH:5]=[CH:6][CH:7]=1.CC(C)([O-])C.[K+].[CH:15]1([NH:21][C:22](=[O:43])[NH:23][C@@H:24]2[C@H:28]3[O:29][CH2:30][C@@H:31](OS(C4C=CC(C)=CC=4)(=O)=O)[C@H:27]3[O:26][CH2:25]2)[CH2:20][CH2:19][CH2:18][CH2:17][CH2:16]1, predict the reaction product. The product is: [CH:15]1([NH:21][C:22]([NH:23][C@H:24]2[CH2:25][O:26][C@@H:27]3[C@@H:31]([O:1][C:2]4[C:3]([CH3:8])=[N:4][CH:5]=[CH:6][CH:7]=4)[CH2:30][O:29][C@H:28]23)=[O:43])[CH2:16][CH2:17][CH2:18][CH2:19][CH2:20]1. (4) Given the reactants [CH3:1][O:2][C:3]1[CH:8]=[CH:7][C:6]([C:9]2[N:14]=[N:13][C:12]([NH2:15])=[CH:11][CH:10]=2)=[CH:5][CH:4]=1.[CH3:16][O:17][C:18]([C@@H:20]1[CH2:25][CH2:24][C@H:23]([O:26][C:27]2[CH:35]=[CH:34][C:30]([C:31](O)=[O:32])=[CH:29][CH:28]=2)[CH2:22][CH2:21]1)=[O:19].C(Cl)CCl.C1C=CC2N(O)N=NC=2C=1, predict the reaction product. The product is: [CH3:1][O:2][C:3]1[CH:4]=[CH:5][C:6]([C:9]2[N:14]=[N:13][C:12]([NH:15][C:31]([C:30]3[CH:34]=[CH:35][C:27]([O:26][C@@H:23]4[CH2:22][CH2:21][C@H:20]([C:18]([O:17][CH3:16])=[O:19])[CH2:25][CH2:24]4)=[CH:28][CH:29]=3)=[O:32])=[CH:11][CH:10]=2)=[CH:7][CH:8]=1. (5) Given the reactants CC1(C)C(C)(C)OB([C:9]2[CH:14]=[CH:13][C:12]([S:15]([C:18]3[CH:19]=[CH:20][C:21]([NH2:24])=[N:22][CH:23]=3)(=[O:17])=[O:16])=[CH:11][CH:10]=2)O1.Cl[C:27]1[N:32]=[CH:31][C:30]([C:33]([OH:42])([C:38]([F:41])([F:40])[F:39])[C:34]([F:37])([F:36])[F:35])=[CH:29][CH:28]=1.C(=O)([O-])[O-].[Cs+].[Cs+].COCCOC, predict the reaction product. The product is: [NH2:24][C:21]1[N:22]=[CH:23][C:18]([S:15]([C:12]2[CH:11]=[CH:10][C:9]([C:27]3[N:32]=[CH:31][C:30]([C:33]([OH:42])([C:34]([F:35])([F:36])[F:37])[C:38]([F:41])([F:39])[F:40])=[CH:29][CH:28]=3)=[CH:14][CH:13]=2)(=[O:16])=[O:17])=[CH:19][CH:20]=1. (6) Given the reactants O[CH2:2][CH2:3][N:4]1[CH2:9][C@@H:8]2[CH2:10][C@H:5]1[CH2:6][S:7]2(=[O:12])=[O:11].S(Cl)([Cl:15])=O, predict the reaction product. The product is: [ClH:15].[Cl:15][CH2:2][CH2:3][N:4]1[CH2:9][C@@H:8]2[CH2:10][C@H:5]1[CH2:6][S:7]2(=[O:12])=[O:11]. (7) The product is: [C:10]1([CH2:9][O:2][C:1]2[CH:3]=[C:4]([OH:5])[CH:6]=[CH:7][CH:8]=2)[CH:15]=[CH:14][CH:13]=[CH:12][CH:11]=1. Given the reactants [C:1]1([CH:8]=[CH:7][CH:6]=[C:4]([OH:5])[CH:3]=1)[OH:2].[CH2:9](Cl)[C:10]1[CH:15]=[CH:14][CH:13]=[CH:12][CH:11]=1.C([O-])([O-])=O.[K+].[K+], predict the reaction product. (8) Given the reactants [CH3:1][O:2][C:3]1[CH:12]=[C:11]2[C:6]([C:7]([O:13][C:14]3[CH:15]=[CH:16][C:17]([NH:20][C:21]([C:23]4[C:24](=[O:50])[N:25]([C:44]5[CH:49]=[CH:48][CH:47]=[CH:46][CH:45]=5)[N:26]([CH2:29][C@H:30]([O:32][C:33](=[O:43])[CH2:34][NH:35]C(OC(C)(C)C)=O)[CH3:31])[C:27]=4[CH3:28])=[O:22])=[N:18][CH:19]=3)=[CH:8][CH:9]=[N:10]2)=[CH:5][CH:4]=1.[ClH:51], predict the reaction product. The product is: [ClH:51].[NH2:35][CH2:34][C:33]([O:32][C@H:30]([CH3:31])[CH2:29][N:26]1[C:27]([CH3:28])=[C:23]([C:21](=[O:22])[NH:20][C:17]2[CH:16]=[CH:15][C:14]([O:13][C:7]3[C:6]4[C:11](=[CH:12][C:3]([O:2][CH3:1])=[CH:4][CH:5]=4)[N:10]=[CH:9][CH:8]=3)=[CH:19][N:18]=2)[C:24](=[O:50])[N:25]1[C:44]1[CH:45]=[CH:46][CH:47]=[CH:48][CH:49]=1)=[O:43]. (9) Given the reactants [NH:1]1[C:10]2[C:5](=[CH:6][CH:7]=[CH:8][CH:9]=2)[CH2:4][CH2:3][CH2:2]1.ClC(Cl)(O[C:15](=[O:21])OC(Cl)(Cl)Cl)Cl.[NH:23]1[CH2:28][CH2:27][CH:26]([C:29]2[CH:34]=[CH:33][N:32]=[CH:31][CH:30]=2)[CH2:25][CH2:24]1.C(=O)([O-])O.[Na+], predict the reaction product. The product is: [N:23]1[CH:24]=[CH:25][C:26]([CH:29]2[CH2:34][CH2:33][N:32]([C:15]([N:1]3[C:10]4[C:5](=[CH:6][CH:7]=[CH:8][CH:9]=4)[CH2:4][CH2:3][CH2:2]3)=[O:21])[CH2:31][CH2:30]2)=[CH:27][CH:28]=1.